From a dataset of Catalyst prediction with 721,799 reactions and 888 catalyst types from USPTO. Predict which catalyst facilitates the given reaction. (1) The catalyst class is: 1. Product: [Cl:1][C:2]1[CH:3]=[CH:4][C:5]([O:28][CH2:29][CH:30]([CH3:32])[CH3:31])=[C:6]([CH2:8][C:9]2[N:14]=[C:13]([C:15]3[NH:19][C:18]4[CH:20]=[CH:21][C:22]([CH2:24][OH:25])=[CH:23][C:17]=4[N:16]=3)[CH:12]=[CH:11][CH:10]=2)[CH:7]=1. Reactant: [Cl:1][C:2]1[CH:3]=[CH:4][C:5]([O:28][CH2:29][CH:30]([CH3:32])[CH3:31])=[C:6]([CH2:8][C:9]2[N:14]=[C:13]([C:15]3[NH:19][C:18]4[CH:20]=[CH:21][C:22]([C:24](OC)=[O:25])=[CH:23][C:17]=4[N:16]=3)[CH:12]=[CH:11][CH:10]=2)[CH:7]=1.[H-].[H-].[H-].[H-].[Li+].[Al+3]. (2) Reactant: C[O:2][C:3](=[O:22])[C:4]1[CH:18]=[C:17]([N+:19]([O-:21])=[O:20])[CH:16]=[C:6]([C:7]([N:9]([CH2:13][CH2:14][CH3:15])[CH2:10][CH2:11][CH3:12])=[O:8])[CH:5]=1.[OH-].[Li+].O.CO. Product: [N+:19]([C:17]1[CH:16]=[C:6]([C:7]([N:9]([CH2:13][CH2:14][CH3:15])[CH2:10][CH2:11][CH3:12])=[O:8])[CH:5]=[C:4]([CH:18]=1)[C:3]([OH:22])=[O:2])([O-:21])=[O:20]. The catalyst class is: 1.